From a dataset of Full USPTO retrosynthesis dataset with 1.9M reactions from patents (1976-2016). Predict the reactants needed to synthesize the given product. (1) Given the product [CH3:1][N:2]1[CH:6]=[CH:5][C:4]([NH:7][C:8]([C:10]2[CH:15]=[C:14]([Cl:18])[CH:13]=[C:12]([CH3:17])[N:11]=2)=[O:9])=[N:3]1, predict the reactants needed to synthesize it. The reactants are: [CH3:1][N:2]1[CH:6]=[CH:5][C:4]([NH:7][C:8]([C:10]2[CH:15]=[C:14](Br)[CH:13]=[C:12]([CH3:17])[N:11]=2)=[O:9])=[N:3]1.[Cl-:18].[Na+].Cl.C([O-])(O)=O.[Na+]. (2) Given the product [Br:16][CH2:11][CH2:10][CH2:9][CH2:8][CH2:7][CH2:6][S:5][CH2:4][CH:3]=[O:2], predict the reactants needed to synthesize it. The reactants are: C[O:2][CH:3](OC)[CH2:4][S:5][CH2:6][CH2:7][CH2:8][CH2:9][CH2:10][CH2:11]O.C(Br)(Br)(Br)[Br:16].C1(P(C2C=CC=CC=2)C2C=CC=CC=2)C=CC=CC=1. (3) Given the product [CH2:21]([O:24][C:25]1[CH:26]=[CH:13][C:8]2[C:9](=[CH:27][C:28]([OH:29])=[CH:30][CH:7]=2)[CH:10]=1)[C:17]1[CH:16]=[CH:15][CH:20]=[CH:19][CH:18]=1, predict the reactants needed to synthesize it. The reactants are: C(=O)([O-])[O-].[K+].[K+].[CH2:7](Br)[C:8]1[CH:13]=CC=[CH:10][CH:9]=1.[CH3:15][CH2:16][CH2:17][CH2:18][CH2:19][CH3:20].[C:21]([O:24][CH2:25][CH3:26])(=O)C.[CH3:27][C:28]([CH3:30])=[O:29]. (4) Given the product [CH3:17][C:18]1[CH:23]=[CH:22][C:21]([CH3:24])=[CH:20][C:19]=1[N:25]1[CH2:26][CH2:27][N:28]([C:12](=[O:14])[CH:11]([NH:10][S:7]([C:1]2[CH:2]=[CH:3][CH:4]=[CH:5][CH:6]=2)(=[O:8])=[O:9])[CH2:15][OH:16])[CH2:29][CH2:30]1, predict the reactants needed to synthesize it. The reactants are: [C:1]1([S:7]([NH:10][CH:11]([CH2:15][OH:16])[C:12]([OH:14])=O)(=[O:9])=[O:8])[CH:6]=[CH:5][CH:4]=[CH:3][CH:2]=1.[CH3:17][C:18]1[CH:23]=[CH:22][C:21]([CH3:24])=[CH:20][C:19]=1[N:25]1[CH2:30][CH2:29][NH:28][CH2:27][CH2:26]1.N1(O[P+](N(C)C)(N(C)C)N(C)C)C2C=CC=CC=2N=N1.F[P-](F)(F)(F)(F)F.C(N(C(C)C)C(C)C)C.OS([O-])(=O)=O.[K+]. (5) Given the product [CH2:15]([O:14][C:12](=[O:13])[CH2:11][N:3]1[C:4]2=[N:9][CH:8]=[CH:7][CH:6]=[C:5]2[N:1]=[CH:2]1)[C:16]1[CH:21]=[CH:20][CH:19]=[CH:18][CH:17]=1, predict the reactants needed to synthesize it. The reactants are: [N:1]1[C:5]2[CH:6]=[CH:7][CH:8]=[N:9][C:4]=2[NH:3][CH:2]=1.Br[CH2:11][C:12]([O:14][CH2:15][C:16]1[CH:21]=[CH:20][CH:19]=[CH:18][CH:17]=1)=[O:13].C([O-])([O-])=O.[Cs+].[Cs+]. (6) Given the product [Br:60][C:61]1[CH:62]([OH:69])[N:63]([C:44]2[CH:49]=[C:48]([C:50]([F:53])([F:52])[F:51])[CH:47]=[CH:46][N:45]=2)[C:64](=[O:68])[C:65]=1[O:66][CH3:67], predict the reactants needed to synthesize it. The reactants are: CC1(C)C2C(=C(P(C3C=CC=CC=3)C3C=CC=CC=3)C=CC=2)OC2C(P(C3C=CC=CC=3)C3C=CC=CC=3)=CC=CC1=2.Br[C:44]1[CH:49]=[C:48]([C:50]([F:53])([F:52])[F:51])[CH:47]=[CH:46][N:45]=1.C(=O)([O-])[O-].[Cs+].[Cs+].[Br:60][C:61]1[CH:62]([OH:69])[NH:63][C:64](=[O:68])[C:65]=1[O:66][CH3:67].